Dataset: Full USPTO retrosynthesis dataset with 1.9M reactions from patents (1976-2016). Task: Predict the reactants needed to synthesize the given product. The reactants are: [Br:1][C:2]1[CH:3]=[C:4]2[C:8](=[CH:9][CH:10]=1)[C:7](=[O:11])[N:6]([C@H:12]([CH:17](C)C)[C:13]([O:15][CH3:16])=[O:14])[CH2:5]2.BrC1C=CC(C(OC)=O)=C(CBr)C=1.Cl.COC(=O)[C@H](C)N. Given the product [Br:1][C:2]1[CH:3]=[C:4]2[C:8](=[CH:9][CH:10]=1)[C:7](=[O:11])[N:6]([C@@H:12]([CH3:17])[C:13]([O:15][CH3:16])=[O:14])[CH2:5]2, predict the reactants needed to synthesize it.